Dataset: NCI-60 drug combinations with 297,098 pairs across 59 cell lines. Task: Regression. Given two drug SMILES strings and cell line genomic features, predict the synergy score measuring deviation from expected non-interaction effect. (1) Drug 1: C1=CC(=CC=C1CCC2=CNC3=C2C(=O)NC(=N3)N)C(=O)NC(CCC(=O)O)C(=O)O. Drug 2: CC1C(C(CC(O1)OC2CC(CC3=C2C(=C4C(=C3O)C(=O)C5=CC=CC=C5C4=O)O)(C(=O)C)O)N)O. Cell line: RPMI-8226. Synergy scores: CSS=43.5, Synergy_ZIP=-0.853, Synergy_Bliss=-9.50, Synergy_Loewe=11.2, Synergy_HSA=-3.46. (2) Drug 1: CC(C)(C#N)C1=CC(=CC(=C1)CN2C=NC=N2)C(C)(C)C#N. Drug 2: CC(C)CN1C=NC2=C1C3=CC=CC=C3N=C2N. Cell line: OVCAR3. Synergy scores: CSS=-6.95, Synergy_ZIP=0.168, Synergy_Bliss=-1.97, Synergy_Loewe=-10.8, Synergy_HSA=-8.56. (3) Drug 1: C1=CC(=CC=C1CCCC(=O)O)N(CCCl)CCCl. Drug 2: C1=NC2=C(N1)C(=S)N=CN2. Cell line: RPMI-8226. Synergy scores: CSS=47.2, Synergy_ZIP=-13.2, Synergy_Bliss=-26.4, Synergy_Loewe=-27.7, Synergy_HSA=-23.6. (4) Drug 1: CC1=C(C(=CC=C1)Cl)NC(=O)C2=CN=C(S2)NC3=CC(=NC(=N3)C)N4CCN(CC4)CCO. Drug 2: CN1C2=C(C=C(C=C2)N(CCCl)CCCl)N=C1CCCC(=O)O.Cl. Cell line: LOX IMVI. Synergy scores: CSS=13.1, Synergy_ZIP=4.69, Synergy_Bliss=8.89, Synergy_Loewe=-28.0, Synergy_HSA=3.74. (5) Drug 1: CCC1=CC2CC(C3=C(CN(C2)C1)C4=CC=CC=C4N3)(C5=C(C=C6C(=C5)C78CCN9C7C(C=CC9)(C(C(C8N6C)(C(=O)OC)O)OC(=O)C)CC)OC)C(=O)OC.C(C(C(=O)O)O)(C(=O)O)O. Drug 2: C1C(C(OC1N2C=NC(=NC2=O)N)CO)O. Cell line: LOX IMVI. Synergy scores: CSS=37.5, Synergy_ZIP=-7.45, Synergy_Bliss=-4.69, Synergy_Loewe=-5.82, Synergy_HSA=-0.140. (6) Drug 1: CC1CCC2CC(C(=CC=CC=CC(CC(C(=O)C(C(C(=CC(C(=O)CC(OC(=O)C3CCCCN3C(=O)C(=O)C1(O2)O)C(C)CC4CCC(C(C4)OC)O)C)C)O)OC)C)C)C)OC. Drug 2: CC1CCC2CC(C(=CC=CC=CC(CC(C(=O)C(C(C(=CC(C(=O)CC(OC(=O)C3CCCCN3C(=O)C(=O)C1(O2)O)C(C)CC4CCC(C(C4)OC)OCCO)C)C)O)OC)C)C)C)OC. Cell line: RXF 393. Synergy scores: CSS=-2.21, Synergy_ZIP=3.86, Synergy_Bliss=4.85, Synergy_Loewe=-0.433, Synergy_HSA=-1.33.